Dataset: Peptide-MHC class II binding affinity with 134,281 pairs from IEDB. Task: Regression. Given a peptide amino acid sequence and an MHC pseudo amino acid sequence, predict their binding affinity value. This is MHC class II binding data. (1) The peptide sequence is LDGALKAKQSAESKLEG. The MHC is DRB1_0301 with pseudo-sequence DRB1_0301. The binding affinity (normalized) is 0. (2) The peptide sequence is GPGSTGLNITGVTCG. The MHC is DRB1_1201 with pseudo-sequence DRB1_1201. The binding affinity (normalized) is 0.189.